This data is from Forward reaction prediction with 1.9M reactions from USPTO patents (1976-2016). The task is: Predict the product of the given reaction. (1) Given the reactants Cl[S:2]([N:5]=C=O)(=[O:4])=[O:3].S(Cl)(=O)(=O)N.[C:13]1([OH:19])[CH:18]=[CH:17][CH:16]=[CH:15][CH:14]=1.[Na+].[Cl-], predict the reaction product. The product is: [C:13]1([O:19][S:2](=[O:3])(=[O:4])[NH2:5])[CH:18]=[CH:17][CH:16]=[CH:15][CH:14]=1. (2) Given the reactants [C:1](#[N:4])[CH2:2]O.[CH2:5]([O:7][CH:8]([O:11][CH2:12][CH3:13])[CH2:9][NH2:10])[CH3:6], predict the reaction product. The product is: [CH2:5]([O:7][CH:8]([O:11][CH2:12][CH3:13])[CH2:9][NH:10][CH2:2][C:1]#[N:4])[CH3:6]. (3) The product is: [Cl:1][C:2]1[N:3]=[C:4]([C:9]2[CH:14]=[CH:13][C:12]([F:15])=[C:11]([Cl:16])[CH:10]=2)[CH:5]=[C:6]([N:33]2[CH2:34][CH2:35][N:30]([C:25]3[C:24]([C:23]([F:37])([F:22])[F:36])=[CH:29][CH:28]=[CH:27][N:26]=3)[CH2:31][CH2:32]2)[N:7]=1. Given the reactants [Cl:1][C:2]1[N:7]=[C:6](Cl)[CH:5]=[C:4]([C:9]2[CH:14]=[CH:13][C:12]([F:15])=[C:11]([Cl:16])[CH:10]=2)[N:3]=1.C(=O)(O)[O-].[Na+].[F:22][C:23]([F:37])([F:36])[C:24]1[C:25]([N:30]2[CH2:35][CH2:34][NH:33][CH2:32][CH2:31]2)=[N:26][CH:27]=[CH:28][CH:29]=1, predict the reaction product. (4) Given the reactants [CH3:1][C:2]1[O:6][C:5]([C:7]2[CH:16]=[CH:15][C:10]([C:11]([O:13]C)=[O:12])=[CH:9][CH:8]=2)=[N:4][C:3]=1[CH2:17][S:18][C:19]1[CH:24]=[CH:23][C:22]([CH3:25])=[CH:21][CH:20]=1, predict the reaction product. The product is: [CH3:1][C:2]1[O:6][C:5]([C:7]2[CH:8]=[CH:9][C:10]([C:11]([OH:13])=[O:12])=[CH:15][CH:16]=2)=[N:4][C:3]=1[CH2:17][S:18][C:19]1[CH:20]=[CH:21][C:22]([CH3:25])=[CH:23][CH:24]=1. (5) Given the reactants Br[C:2]1[N:7]=[C:6]([NH:8][C:9]2[CH:14]=[C:13]([C:15]3[N:16]=[N:17][N:18]([CH2:20][C:21]4[CH:26]=[CH:25][C:24]([O:27][CH3:28])=[CH:23][CH:22]=4)[CH:19]=3)[CH:12]=[CH:11][N:10]=2)[CH:5]=[C:4]([CH3:29])[CH:3]=1.[OH:30][C@:31]1([C:45]2[S:46][CH:47]=[CH:48][N:49]=2)[CH2:40][CH2:39][CH2:38][C:37]2[CH:36]=[C:35]([C:41]([O:43][CH3:44])=[O:42])[CH:34]=[CH:33][C:32]1=2.C(P(C12CC3CC(CC(C3)C1)C2)C12CC3CC(CC(C3)C1)C2)CCC.[F-].[Cs+].C(O)(=O)C(C)(C)C, predict the reaction product. The product is: [OH:30][C@:31]1([C:45]2[S:46][C:47]([C:2]3[CH:3]=[C:4]([CH3:29])[CH:5]=[C:6]([NH:8][C:9]4[CH:14]=[C:13]([C:15]5[N:16]=[N:17][N:18]([CH2:20][C:21]6[CH:26]=[CH:25][C:24]([O:27][CH3:28])=[CH:23][CH:22]=6)[CH:19]=5)[CH:12]=[CH:11][N:10]=4)[N:7]=3)=[CH:48][N:49]=2)[CH2:40][CH2:39][CH2:38][C:37]2[CH:36]=[C:35]([C:41]([O:43][CH3:44])=[O:42])[CH:34]=[CH:33][C:32]1=2. (6) Given the reactants [CH2:1]([Li])[CH2:2][CH2:3][CH3:4].[CH3:6][CH2:7][CH2:8][CH2:9][CH2:10][CH3:11], predict the reaction product. The product is: [C:3]([C:2]1([CH2:1][CH2:8][CH2:7][CH2:6][CH3:11])[CH2:4][C:9]2[C:10]([CH3:10])([CH3:2])[CH2:11][CH2:6][C:7]([CH3:1])([CH3:9])[C:8]=2[CH2:3]1)#[CH:4]. (7) Given the reactants I[C:2]1[CH:11]=[CH:10][CH:9]=[C:8]2[C:3]=1[CH:4]=[CH:5][C:6](Cl)=[N:7]2.[NH2:13][C@H:14]1[C:22]2[C:17](=[CH:18][CH:19]=[CH:20][CH:21]=2)[CH2:16][CH2:15]1.[Cl:23][C:24]1[CH:29]=[CH:28][CH:27]=[CH:26][C:25]=1B(O)O, predict the reaction product. The product is: [Cl:23][C:24]1[CH:29]=[CH:28][CH:27]=[CH:26][C:25]=1[C:2]1[CH:11]=[CH:10][CH:9]=[C:8]2[C:3]=1[CH:4]=[CH:5][C:6]([NH:13][C@H:14]1[C:22]3[C:17](=[CH:18][CH:19]=[CH:20][CH:21]=3)[CH2:16][CH2:15]1)=[N:7]2.